This data is from Full USPTO retrosynthesis dataset with 1.9M reactions from patents (1976-2016). The task is: Predict the reactants needed to synthesize the given product. (1) Given the product [ClH:23].[CH3:24][O:25][C:19]1[N:18]=[C:17]([N:15]([CH2:14][CH:11]2[CH2:10][CH2:9][NH:8][CH2:13][CH2:12]2)[CH3:16])[CH:22]=[CH:21][N:20]=1, predict the reactants needed to synthesize it. The reactants are: C(OC([N:8]1[CH2:13][CH2:12][CH:11]([CH2:14][N:15]([C:17]2[CH:22]=[CH:21][N:20]=[C:19]([Cl:23])[N:18]=2)[CH3:16])[CH2:10][CH2:9]1)=O)(C)(C)C.[CH3:24][O-:25].[Na+]. (2) Given the product [C:24]([O:23][CH:16]([C:17]1[CH:22]=[CH:21][CH:20]=[CH:19][CH:18]=1)[CH2:15][CH2:14][N:11]1[CH2:12][CH2:13][N:8]([C:5]2[CH:6]=[CH:7][C:2]([O:1][C:34](=[O:36])[CH3:35])=[CH:3][CH:4]=2)[CH2:9][CH2:10]1)(=[O:26])[NH2:25], predict the reactants needed to synthesize it. The reactants are: [OH:1][C:2]1[CH:7]=[CH:6][C:5]([N:8]2[CH2:13][CH2:12][N:11]([CH2:14][CH2:15][CH:16]([O:23][C:24](=[O:26])[NH2:25])[C:17]3[CH:22]=[CH:21][CH:20]=[CH:19][CH:18]=3)[CH2:10][CH2:9]2)=[CH:4][CH:3]=1.C(N(CC)CC)C.[C:34](Cl)(=[O:36])[CH3:35]. (3) Given the product [O:46]1[CH2:50][CH2:49][CH:48]([CH2:51][NH:52][C:10]([C:7]2[CH:6]=[C:5]([CH2:4][C:3]3[CH:13]=[CH:14][CH:15]=[CH:16][C:2]=3[F:1])[O:9][N:8]=2)=[O:12])[CH2:47]1, predict the reactants needed to synthesize it. The reactants are: [F:1][C:2]1[CH:16]=[CH:15][CH:14]=[CH:13][C:3]=1[CH2:4][C:5]1[O:9][N:8]=[C:7]([C:10]([OH:12])=O)[CH:6]=1.ON1C2C=CC=CC=2N=N1.Cl.C(N=C=NCCCN(C)C)C.C(N(CC)CC)C.[O:46]1[CH2:50][CH2:49][CH:48]([CH2:51][NH2:52])[CH2:47]1. (4) Given the product [C:14]([O:13][C:11]([NH:10][C@H:9]([C:18]([O:20][C:21]([CH3:22])([CH3:23])[CH3:24])=[O:19])[CH2:8][C@H:7]([CH2:6][C:5]1[CH:4]=[CH:3][C:2]([NH:1][CH2:52][CH2:51][CH2:50][O:49][S:46]([C:43]2[CH:42]=[CH:41][C:40]([CH3:64])=[CH:45][CH:44]=2)(=[O:47])=[O:48])=[CH:33][CH:32]=1)[C:25]([O:27][C:28]([CH3:31])([CH3:30])[CH3:29])=[O:26])=[O:12])([CH3:15])([CH3:16])[CH3:17], predict the reactants needed to synthesize it. The reactants are: [NH2:1][C:2]1[CH:33]=[CH:32][C:5]([CH2:6][C@H:7]([C:25]([O:27][C:28]([CH3:31])([CH3:30])[CH3:29])=[O:26])[CH2:8][C@@H:9]([C:18]([O:20][C:21]([CH3:24])([CH3:23])[CH3:22])=[O:19])[NH:10][C:11]([O:13][C:14]([CH3:17])([CH3:16])[CH3:15])=[O:12])=[CH:4][CH:3]=1.C(=O)([O-])[O-].[K+].[K+].[C:40]1([CH3:64])[CH:45]=[CH:44][C:43]([S:46]([O:49][CH2:50][CH2:51][CH2:52]OS(C2C=CC(C)=CC=2)(=O)=O)(=[O:48])=[O:47])=[CH:42][CH:41]=1.